From a dataset of Reaction yield outcomes from USPTO patents with 853,638 reactions. Predict the reaction yield, written as a fraction of the theoretical maximum amount of product (1.0 means a 100% yield; for example, 0.34 means a 34% yield). (1) The reactants are [H-].[Na+].[O:3]1[CH2:8][CH2:7][CH2:6][CH2:5][CH:4]1[O:9][CH2:10][C:11]([O:13]CC)=O.[CH:16](OCC)=O.[C:21]1(/[CH:27]=[CH:28]/[C:29](=[NH:31])[NH2:30])[CH:26]=[CH:25][CH:24]=[CH:23][CH:22]=1. The catalyst is C(Cl)Cl.CO.CCO.C1COCC1. The product is [C:21]1(/[CH:27]=[CH:28]/[C:29]2[NH:31][CH:16]=[C:10]([O:9][CH:4]3[CH2:5][CH2:6][CH2:7][CH2:8][O:3]3)[C:11](=[O:13])[N:30]=2)[CH:26]=[CH:25][CH:24]=[CH:23][CH:22]=1. The yield is 0.630. (2) The reactants are Br[CH:2]([C:23]1[CH:28]=[CH:27][CH:26]=[CH:25][CH:24]=1)[C:3]([C:5]1[CH:10]=[CH:9][C:8]([C:11]2([NH:15][C:16](=[O:22])[O:17][C:18]([CH3:21])([CH3:20])[CH3:19])[CH2:14][CH2:13][CH2:12]2)=[CH:7][CH:6]=1)=O.[CH3:29][O:30][C:31]1[N:36]=[N:35][C:34]([NH2:37])=[C:33]([CH3:38])[C:32]=1[CH3:39].C(N(CC)C(C)C)(C)C. The catalyst is C(#N)CCC. The product is [CH3:29][O:30][C:31]1[C:32]([CH3:39])=[C:33]([CH3:38])[C:34]2[N:35]([C:2]([C:23]3[CH:28]=[CH:27][CH:26]=[CH:25][CH:24]=3)=[C:3]([C:5]3[CH:6]=[CH:7][C:8]([C:11]4([NH:15][C:16](=[O:22])[O:17][C:18]([CH3:21])([CH3:19])[CH3:20])[CH2:12][CH2:13][CH2:14]4)=[CH:9][CH:10]=3)[N:37]=2)[N:36]=1. The yield is 0.280. (3) The reactants are [CH2:1]([O:3][C:4]([C:6]1[CH:7]=[N:8][CH:9]=[C:10](B(O)O)[CH:11]=1)=[O:5])[CH3:2].Br[C:16]1[CH:17]=[C:18]2[C:24](I)=[N:23][N:22]([CH2:26][O:27][CH2:28][CH2:29][Si:30]([CH3:33])([CH3:32])[CH3:31])[C:19]2=[N:20][CH:21]=1.C(=O)([O-])[O-].[Na+].[Na+].[C:40]([O:43][CH2:44][CH3:45])(=O)C. The catalyst is O. The product is [CH2:1]([O:3][C:4](=[O:5])[C:6]1[CH:11]=[C:10]([C:16]2[CH:17]=[C:18]3[C:24]([C:10]4[CH:11]=[CH:6][CH:4]=[CH:45][C:44]=4[O:43][CH3:40])=[N:23][N:22]([CH2:26][O:27][CH2:28][CH2:29][Si:30]([CH3:33])([CH3:32])[CH3:31])[C:19]3=[N:20][CH:21]=2)[CH:9]=[N:8][CH:7]=1)[CH3:2]. The yield is 0.610.